Dataset: Reaction yield outcomes from USPTO patents with 853,638 reactions. Task: Predict the reaction yield, written as a fraction of the theoretical maximum amount of product (1.0 means a 100% yield; for example, 0.34 means a 34% yield). (1) The reactants are OO.[Cl:3][C:4]1[CH:9]=[CH:8][CH:7]=[C:6]([CH3:10])[N:5]=1.C(=O)(O)[O-:12].[Na+]. The catalyst is C(O)(=O)C. The product is [Cl:3][C:4]1[CH:9]=[CH:8][CH:7]=[C:6]([CH3:10])[N+:5]=1[O-:12]. The yield is 0.965. (2) The reactants are [Br:1][C:2]1[CH:11]=[CH:10][C:5]([C:6]([O:8]C)=[O:7])=[C:4]([CH3:12])[C:3]=1[O:13][CH3:14].Cl. The catalyst is [OH-].[Na+]. The product is [Br:1][C:2]1[CH:11]=[CH:10][C:5]([C:6]([OH:8])=[O:7])=[C:4]([CH3:12])[C:3]=1[O:13][CH3:14]. The yield is 0.940. (3) The reactants are Cl.[NH2:2]O.[C:4](=[O:7])([O-])[O-].[Na+].[Na+].[C:10]([C:12]1[CH:17]=[CH:16][C:15]([C@H:18]2[CH2:23][N:22]([C:24]([O:26][C:27]([CH3:30])([CH3:29])[CH3:28])=[O:25])[CH2:21][CH2:20][N:19]2[C:31]([O:33][C:34]([CH3:37])([CH3:36])[CH3:35])=[O:32])=[CH:14][CH:13]=1)#[N:11].C(OCC)(OCC)OCC.O.C1(C)C=CC(S(O)(=O)=O)=CC=1. The catalyst is C(O)C.O.C1(C)C=CC=CC=1. The product is [O:7]1[CH:4]=[N:2][C:10]([C:12]2[CH:13]=[CH:14][C:15]([C@H:18]3[CH2:23][N:22]([C:24]([O:26][C:27]([CH3:29])([CH3:30])[CH3:28])=[O:25])[CH2:21][CH2:20][N:19]3[C:31]([O:33][C:34]([CH3:37])([CH3:36])[CH3:35])=[O:32])=[CH:16][CH:17]=2)=[N:11]1. The yield is 0.700. (4) The reactants are [C:1]([C:4]1[C:5]([CH2:20][NH:21][C:22]([C@@H:24]2[CH2:28][C@@H:27]([F:29])[CH2:26][N:25]2[C:30]([O:32][C:33]([CH3:36])([CH3:35])[CH3:34])=[O:31])=[O:23])=[CH:6][C:7]([C:10]2[CH:15]=[CH:14][C:13]([C:16]([F:19])([F:18])[F:17])=[CH:12][CH:11]=2)=[N:8][CH:9]=1)(=O)[NH2:2].C(OC(C(F)(F)F)=O)(C(F)(F)F)=O. The catalyst is ClCCl. The product is [C:1]([C:4]1[C:5]([CH2:20][NH:21][C:22]([C@@H:24]2[CH2:28][C@@H:27]([F:29])[CH2:26][N:25]2[C:30]([O:32][C:33]([CH3:36])([CH3:35])[CH3:34])=[O:31])=[O:23])=[CH:6][C:7]([C:10]2[CH:15]=[CH:14][C:13]([C:16]([F:17])([F:18])[F:19])=[CH:12][CH:11]=2)=[N:8][CH:9]=1)#[N:2]. The yield is 0.590. (5) The reactants are [Br:1][C:2]1[CH:10]=[CH:9][C:5]([C:6]([NH2:8])=[O:7])=[CH:4][CH:3]=1.[Cl:11][C:12]([Cl:17])([CH2:15][CH3:16])[CH:13]=[O:14]. The catalyst is Cl.O1CCOCC1. The product is [Br:1][C:2]1[CH:10]=[CH:9][C:5]([C:6]([NH:8][CH:13]([OH:14])[C:12]([Cl:17])([Cl:11])[CH2:15][CH3:16])=[O:7])=[CH:4][CH:3]=1. The yield is 0.510.